This data is from Forward reaction prediction with 1.9M reactions from USPTO patents (1976-2016). The task is: Predict the product of the given reaction. The product is: [CH3:13][C:9]1[CH:8]=[C:7]([C:5]2[N:6]=[C:2]([NH:1][C:17]([C:16]3[CH:20]=[C:21]([N+:24]([O-:26])=[O:25])[CH:22]=[CH:23][C:15]=3[Cl:14])=[O:18])[S:3][CH:4]=2)[CH:12]=[CH:11][CH:10]=1. Given the reactants [NH2:1][C:2]1[S:3][CH:4]=[C:5]([C:7]2[CH:12]=[CH:11][CH:10]=[C:9]([CH3:13])[CH:8]=2)[N:6]=1.[Cl:14][C:15]1[CH:23]=[CH:22][C:21]([N+:24]([O-:26])=[O:25])=[CH:20][C:16]=1[C:17](O)=[O:18].C1N=CN(C(N2C=NC=C2)=O)C=1, predict the reaction product.